Dataset: Forward reaction prediction with 1.9M reactions from USPTO patents (1976-2016). Task: Predict the product of the given reaction. (1) Given the reactants Cl.Cl[CH:3]([C:5]1[CH:6]=[C:7]2[C:12](=[CH:13][C:14]=1[O:15][CH3:16])[N:11]=[CH:10][N:9]=[C:8]2[NH:17][C:18]1[CH:23]=[CH:22][CH:21]=[C:20]([Cl:24])[C:19]=1[F:25])[CH3:4].[NH2:26][C@H:27]1[CH2:31][CH2:30][NH:29][C:28]1=[O:32].N[C@@H](CCN)C(O)=O, predict the reaction product. The product is: [Cl:24][C:20]1[C:19]([F:25])=[C:18]([NH:17][C:8]2[C:7]3[C:12](=[CH:13][C:14]([O:15][CH3:16])=[C:5]([CH:3]([NH:26][C@H:27]4[CH2:31][CH2:30][NH:29][C:28]4=[O:32])[CH3:4])[CH:6]=3)[N:11]=[CH:10][N:9]=2)[CH:23]=[CH:22][CH:21]=1. (2) Given the reactants [C:1]([O:5][C:6]([N:8]1[CH2:13][CH2:12][CH2:11][CH:10]([C:14]([OH:16])=O)[CH2:9]1)=[O:7])([CH3:4])([CH3:3])[CH3:2].C([N:19](CC)CC)C.C(OC(Cl)=O)C(C)C.[NH4+].[OH-], predict the reaction product. The product is: [C:14]([CH:10]1[CH2:11][CH2:12][CH2:13][N:8]([C:6]([O:5][C:1]([CH3:4])([CH3:3])[CH3:2])=[O:7])[CH2:9]1)(=[O:16])[NH2:19]. (3) Given the reactants [C:1]([C:3]1[CH:4]=[C:5]([CH:26]=[CH:27][CH:28]=1)[C:6]([NH:8][C:9]1[N:20]([CH2:21][CH2:22][CH2:23][O:24][CH3:25])[C:12]2=[N:13][CH:14]=[C:15]([C:17]([OH:19])=O)[CH:16]=[C:11]2[N:10]=1)=[O:7])#[N:2].C1C=[C:33]2[N:35]=NN(O)[C:32]2=[CH:31][CH:30]=1.O.C(Cl)CCl.C(N)CCC, predict the reaction product. The product is: [CH2:33]([NH:35][C:17]([C:15]1[CH:16]=[C:11]2[N:10]=[C:9]([NH:8][C:6](=[O:7])[C:5]3[CH:26]=[CH:27][CH:28]=[C:3]([C:1]#[N:2])[CH:4]=3)[N:20]([CH2:21][CH2:22][CH2:23][O:24][CH3:25])[C:12]2=[N:13][CH:14]=1)=[O:19])[CH2:32][CH2:31][CH3:30]. (4) Given the reactants [CH3:1][O:2][C:3]1[CH:4]=[C:5]([NH2:12])[C:6]([N+:9]([O-:11])=[O:10])=[N:7][CH:8]=1.[Cl:13][CH2:14][C:15](Cl)=[O:16], predict the reaction product. The product is: [Cl:13][CH2:14][C:15]([NH:12][C:5]1[C:6]([N+:9]([O-:11])=[O:10])=[N:7][CH:8]=[C:3]([O:2][CH3:1])[CH:4]=1)=[O:16]. (5) Given the reactants [Si]([O:8][CH:9]([C:24]1[O:25][C:26]([I:29])=[CH:27][N:28]=1)[CH2:10][CH2:11][CH2:12][CH2:13][CH2:14][CH2:15][C:16]1[CH:21]=[CH:20][CH:19]=[C:18]([O:22][CH3:23])[CH:17]=1)(C(C)(C)C)(C)C.[F-].C([N+](CCCC)(CCCC)CCCC)CCC.C(OCC)(=O)C, predict the reaction product. The product is: [I:29][C:26]1[O:25][C:24]([CH:9]([OH:8])[CH2:10][CH2:11][CH2:12][CH2:13][CH2:14][CH2:15][C:16]2[CH:21]=[CH:20][CH:19]=[C:18]([O:22][CH3:23])[CH:17]=2)=[N:28][CH:27]=1. (6) The product is: [OH:29][CH2:28][CH2:27][NH:26][C:23]1[N:24]=[CH:25][C:20]([NH:19][C:12]([C:10]2[N:11]=[C:7]([C:1]3[CH:2]=[CH:3][CH:4]=[CH:5][CH:6]=3)[O:8][C:9]=2[C:15]([F:18])([F:17])[F:16])=[O:14])=[CH:21][CH:22]=1. Given the reactants [C:1]1([C:7]2[O:8][C:9]([C:15]([F:18])([F:17])[F:16])=[C:10]([C:12]([OH:14])=O)[N:11]=2)[CH:6]=[CH:5][CH:4]=[CH:3][CH:2]=1.[NH2:19][C:20]1[CH:21]=[CH:22][C:23]([NH:26][CH2:27][CH2:28][OH:29])=[N:24][CH:25]=1.ON1C2C=CC=CC=2N=N1.Cl.C(N=C=NCCCN(C)C)C, predict the reaction product. (7) Given the reactants [H-].[Na+].[Br:3][C:4]1[CH:5]=[C:6]([C:10](=O)[CH3:11])[CH:7]=[CH:8][CH:9]=1.[OH-:13].[Na+].[CH2:15]1[CH2:19][O:18]CC1, predict the reaction product. The product is: [Br:3][C:4]1[CH:5]=[C:6](/[C:10](/[CH3:11])=[CH:15]/[C:19]([OH:13])=[O:18])[CH:7]=[CH:8][CH:9]=1.